This data is from Full USPTO retrosynthesis dataset with 1.9M reactions from patents (1976-2016). The task is: Predict the reactants needed to synthesize the given product. (1) Given the product [Br:16][C:11]1[CH:10]=[C:9]2[C:14]([CH:15]=[C:6]([C:3](=[O:5])[CH2:4][Br:1])[C:7](=[O:17])[O:8]2)=[CH:13][CH:12]=1, predict the reactants needed to synthesize it. The reactants are: [Br:1]Br.[C:3]([C:6]1[C:7](=[O:17])[O:8][C:9]2[C:14]([CH:15]=1)=[CH:13][CH:12]=[C:11]([Br:16])[CH:10]=2)(=[O:5])[CH3:4]. (2) Given the product [BrH:13].[Cl:1][C:2]1[CH:3]=[C:4]([CH3:10])[C:5]2[N:6]([C:12]([NH2:11])=[N:9][N:8]=2)[N:7]=1, predict the reactants needed to synthesize it. The reactants are: [Cl:1][C:2]1[N:7]=[N:6][C:5]([NH:8][NH2:9])=[C:4]([CH3:10])[CH:3]=1.[N:11]#[C:12][Br:13]. (3) Given the product [F:1][C:2]1[CH:21]=[CH:20][CH:19]=[CH:18][C:3]=1[CH2:4][N:5]1[C:9]([C:10]2[CH:14]=[CH:13][O:12][N:11]=2)=[N:8][C:7]([C:15]#[N:26])=[N:6]1, predict the reactants needed to synthesize it. The reactants are: [F:1][C:2]1[CH:21]=[CH:20][CH:19]=[CH:18][C:3]=1[CH2:4][N:5]1[C:9]([C:10]2[CH:14]=[CH:13][O:12][N:11]=2)=[N:8][C:7]([C:15](O)=O)=[N:6]1.FC1C=CC=CC=1C[N:26]1C(C(O)=O)=NC(C2C=CON=2)=N1.CC(N)(C)C.C(N(CC)CC)C.P(Cl)(Cl)(Cl)=O.